Predict the product of the given reaction. From a dataset of Forward reaction prediction with 1.9M reactions from USPTO patents (1976-2016). The product is: [C:28]([C:30]1[CH:31]=[CH:32][C:33]([C:34]2[O:36][C:37]3[CH:44]=[CH:43][C:42]([O:7][CH2:1][CH2:2][CH2:3][CH2:4][CH2:5][CH3:6])=[CH:41][C:38]=3[CH:39]=2)=[CH:52][CH:53]=1)#[N:29]. Given the reactants [CH2:1]([O:7]C1C=CC(C=O)=C(O)C=1)[CH2:2][CH2:3][CH2:4][CH2:5][CH3:6].[Na].C(C1C=CC(CBr)=CC=1)#N.[C:28]([C:30]1[CH:53]=[CH:52][C:33]([C:34]([O:36][C:37]2[CH:44]=[C:43](OCCCCCC)[CH:42]=[CH:41][C:38]=2[CH:39]=O)=O)=[CH:32][CH:31]=1)#[N:29], predict the reaction product.